From a dataset of Reaction yield outcomes from USPTO patents with 853,638 reactions. Predict the reaction yield, written as a fraction of the theoretical maximum amount of product (1.0 means a 100% yield; for example, 0.34 means a 34% yield). (1) The reactants are [Cl:1][C:2]1[N:7]=[C:6]([S:8][C:9]2[CH:10]=[C:11]([NH2:15])[CH:12]=[CH:13][CH:14]=2)[CH:5]=[CH:4][N:3]=1.[C:16](O)(=[O:19])[CH:17]=[CH2:18]. No catalyst specified. The product is [Cl:1][C:2]1[N:7]=[C:6]([S:8][C:9]2[CH:10]=[C:11]([NH:15][C:16](=[O:19])[CH:17]=[CH2:18])[CH:12]=[CH:13][CH:14]=2)[CH:5]=[CH:4][N:3]=1. The yield is 0.680. (2) The reactants are F[C:2]1[CH:9]=[C:8]([C:10]([F:13])([F:12])[F:11])[CH:7]=[CH:6][C:3]=1[CH:4]=[O:5].[F:14][C:15]1[CH:20]=[C:19]([F:21])[CH:18]=[CH:17][C:16]=1[OH:22]. No catalyst specified. The product is [F:14][C:15]1[CH:20]=[C:19]([F:21])[CH:18]=[CH:17][C:16]=1[O:22][C:2]1[CH:9]=[C:8]([C:10]([F:13])([F:12])[F:11])[CH:7]=[CH:6][C:3]=1[CH:4]=[O:5]. The yield is 0.800.